From a dataset of Full USPTO retrosynthesis dataset with 1.9M reactions from patents (1976-2016). Predict the reactants needed to synthesize the given product. (1) Given the product [CH2:10]([C:14]1[N:15]([CH2:28][C:29]([NH:31][C:8]([NH:7][CH:1]2[CH2:6][CH2:5][CH2:4][CH2:3][CH2:2]2)=[O:9])([CH3:32])[CH3:30])[C:16]2[C:21]([CH3:22])=[C:20]([CH3:23])[N:19]3[N:24]=[N:25][N:26]=[C:18]3[C:17]=2[N:27]=1)[CH2:11][CH2:12][CH3:13], predict the reactants needed to synthesize it. The reactants are: [CH:1]1([N:7]=[C:8]=[O:9])[CH2:6][CH2:5][CH2:4][CH2:3][CH2:2]1.[CH2:10]([C:14]1[N:15]([CH2:28][C:29]([CH3:32])([NH2:31])[CH3:30])[C:16]2[C:21]([CH3:22])=[C:20]([CH3:23])[N:19]3[N:24]=[N:25][N:26]=[C:18]3[C:17]=2[N:27]=1)[CH2:11][CH2:12][CH3:13]. (2) Given the product [Br:25][C:26]1[CH:31]=[CH:30][C:29]([CH2:1][Br:5])=[C:28]([CH3:34])[CH:27]=1, predict the reactants needed to synthesize it. The reactants are: [C:1]([Br:5])(Br)(Br)Br.C1(P(C2C=CC=CC=2)C2C=CC=CC=2)C=CC=CC=1.[Br:25][C:26]1[CH:31]=[CH:30][C:29](CO)=[C:28]([CH3:34])[CH:27]=1. (3) Given the product [CH:5]1[C:4]([C:9]([C:12]2[CH:17]=[CH:16][C:15]([OH:18])=[CH:14][CH:13]=2)=[C:20]([Cl:22])[Cl:21])=[CH:3][CH:2]=[C:7]([OH:8])[CH:6]=1, predict the reactants needed to synthesize it. The reactants are: C[C:2]1[CH:3]=[C:4]([C:9]([C:12]2[CH:17]=[CH:16][C:15]([OH:18])=[C:14](C)[CH:13]=2)(C)C)[CH:5]=[CH:6][C:7]=1[OH:8].[CH2:20]([Cl:22])[Cl:21].C(Cl)(Cl)=O. (4) Given the product [OH:25][C:9]1([CH2:8][C:3]2[CH:2]=[CH:7][C:6]([O:39][CH3:31])=[CH:5][N:4]=2)[C:17]2[C:12](=[CH:13][CH:14]=[C:15]([CH3:18])[CH:16]=2)[N:11]([CH2:19][CH2:20][CH3:21])[C:10]1=[O:24], predict the reactants needed to synthesize it. The reactants are: Br[C:2]1[C:3]([CH2:8][C:9]2([OH:25])[C:17]3[C:12](=[CH:13][CH:14]=[C:15]([CH3:18])[CH:16]=3)[N:11]([CH2:19][CH2:20][CH:21](C)C)[C:10]2=[O:24])=[N:4][CH:5]=[CH:6][CH:7]=1.CC1C=C2C(=CC=1)N(CCC)[C:31](=[O:39])C2=O.COC1C=CC(C)=NC=1. (5) Given the product [Br:21][CH2:8][C:7]1[C:6]([Cl:9])=[C:5]([O:10][CH3:11])[CH:4]=[C:3]([O:12][CH3:13])[C:2]=1[Cl:1], predict the reactants needed to synthesize it. The reactants are: [Cl:1][C:2]1[C:7]([CH3:8])=[C:6]([Cl:9])[C:5]([O:10][CH3:11])=[CH:4][C:3]=1[O:12][CH3:13].C1C(=O)N([Br:21])C(=O)C1.CC(N=NC(C#N)(C)C)(C#N)C. (6) Given the product [CH2:9]([O:8][CH:6]1[CH2:7][C:4](=[O:19])[CH2:5]1)[C:10]1[CH:15]=[CH:14][CH:13]=[CH:12][CH:11]=1, predict the reactants needed to synthesize it. The reactants are: CS([C:4]1(SC)[CH2:7][CH:6]([O:8][CH2:9][C:10]2[CH:15]=[CH:14][CH:13]=[CH:12][CH:11]=2)[CH2:5]1)=O.Cl(O)(=O)(=O)=[O:19].C([O-])(O)=O.[Na+].[O-]S([O-])(=O)=O.[Mg+2].